This data is from Forward reaction prediction with 1.9M reactions from USPTO patents (1976-2016). The task is: Predict the product of the given reaction. The product is: [CH:20]1([C:14]2[C:4]([O:3][CH2:1][CH3:2])=[CH:5][C:6]([C:7]([O:9][CH2:10][CH3:11])=[O:8])=[CH:12][C:13]=2[O:16][CH2:17][CH3:18])[CH2:23][CH2:22][CH2:21]1. Given the reactants [CH2:1]([O:3][C:4]1[CH:5]=[C:6]([CH:12]=[C:13]([O:16][CH2:17][CH3:18])[C:14]=1I)[C:7]([O:9][CH2:10][CH3:11])=[O:8])[CH3:2].[Br-].[CH:20]1([Zn+])[CH2:23][CH2:22][CH2:21]1.C1COCC1.[Cl-].[NH4+], predict the reaction product.